This data is from Forward reaction prediction with 1.9M reactions from USPTO patents (1976-2016). The task is: Predict the product of the given reaction. (1) Given the reactants Cl.[CH2:2]([O:4][C:5](=[O:8])[CH2:6][NH2:7])[CH3:3].C([O-])(=O)C.[Na+].C([BH3-])#N.[Na+].[C:18]1(=O)[CH2:23][CH2:22][CH2:21][CH2:20][CH2:19]1.Cl, predict the reaction product. The product is: [CH:18]1([NH:7][CH2:6][C:5]([O:4][CH2:2][CH3:3])=[O:8])[CH2:23][CH2:22][CH2:21][CH2:20][CH2:19]1. (2) Given the reactants [CH3:1][O:2][C:3]1[C:12]([Cl:13])=[C:11]2[C:6]([C:7]([O:22][CH2:23][CH2:24][C@@H:25]3[NH:39][C:38](=[O:40])[N:37]([CH3:41])[CH2:36][CH2:35][CH2:34][CH2:33][CH:32]=[CH:31][C@H:30]4[C@@:28]([C:42]([O:44]CC)=[O:43])([CH2:29]4)[NH:27][C:26]3=[O:47])=[CH:8][C:9]([N:14]3[CH:18]=[CH:17][C:16]([CH:19]([CH3:21])[CH3:20])=[N:15]3)=[N:10]2)=[CH:5][CH:4]=1.C(C1N=C(C2C=C(OCC[C@@H]3NC(=O)N(C)CCCCC=C[C@H]4[C@@](C(O)=O)(C4)NC3=O)C3C(=C(C)C(OC)=CC=3)N=2)SC=1)(C)C, predict the reaction product. The product is: [CH3:1][O:2][C:3]1[C:12]([Cl:13])=[C:11]2[C:6]([C:7]([O:22][CH2:23][CH2:24][C@@H:25]3[NH:39][C:38](=[O:40])[N:37]([CH3:41])[CH2:36][CH2:35][CH2:34][CH2:33][CH:32]=[CH:31][C@H:30]4[C@@:28]([C:42]([OH:44])=[O:43])([CH2:29]4)[NH:27][C:26]3=[O:47])=[CH:8][C:9]([N:14]3[CH:18]=[CH:17][C:16]([CH:19]([CH3:20])[CH3:21])=[N:15]3)=[N:10]2)=[CH:5][CH:4]=1. (3) Given the reactants Br[C:2]1[N:7]=[C:6]([CH3:8])[CH:5]=[CH:4][N:3]=1.[C:9]([N:12]1[C:21]2[C:16](=[CH:17][C:18]([C:22]([NH:24][CH3:25])=[O:23])=[CH:19][CH:20]=2)[CH:15]([NH2:26])[CH:14]([CH3:27])[CH:13]1[CH:28]1[CH2:30][CH2:29]1)(=[O:11])[CH3:10].CC(C)([O-])C.[Na+].CN(C1C(C2C(P(C3CCCCC3)C3CCCCC3)=CC=CC=2)=CC=CC=1)C, predict the reaction product. The product is: [C:9]([N:12]1[C:21]2[C:16](=[CH:17][C:18]([C:22]([NH:24][CH3:25])=[O:23])=[CH:19][CH:20]=2)[CH:15]([NH:26][C:2]2[N:7]=[C:6]([CH3:8])[CH:5]=[CH:4][N:3]=2)[CH:14]([CH3:27])[CH:13]1[CH:28]1[CH2:29][CH2:30]1)(=[O:11])[CH3:10]. (4) The product is: [CH2:4]=[CH:3][CH2:2][CH2:1][O:5][S:18]([C:15]1[CH:16]=[CH:17][C:12]([CH3:22])=[CH:13][CH:14]=1)(=[O:20])=[O:19]. Given the reactants [CH2:1]([OH:5])[CH2:2][CH:3]=[CH2:4].N1C=CC=CC=1.[C:12]1([CH3:22])[CH:17]=[CH:16][C:15]([S:18](Cl)(=[O:20])=[O:19])=[CH:14][CH:13]=1.O, predict the reaction product. (5) Given the reactants [NH2:1][C:2]1[CH:3]=[CH:4][C:5]([F:20])=[C:6]([C@:8]2([CH3:19])[CH2:13][C@@H:12]([C:14]([F:17])([F:16])[F:15])[O:11][C:10]([NH2:18])=[N:9]2)[CH:7]=1.[F:21][CH:22]([F:33])[O:23][C:24]1[N:25]=[CH:26][C:27]([C:30](O)=[O:31])=[N:28][CH:29]=1, predict the reaction product. The product is: [NH2:18][C:10]1[O:11][C@H:12]([C:14]([F:16])([F:17])[F:15])[CH2:13][C@:8]([C:6]2[CH:7]=[C:2]([NH:1][C:30]([C:27]3[CH:26]=[N:25][C:24]([O:23][CH:22]([F:33])[F:21])=[CH:29][N:28]=3)=[O:31])[CH:3]=[CH:4][C:5]=2[F:20])([CH3:19])[N:9]=1. (6) Given the reactants [CH:1]([C:9]1[CH:10]=[CH:11][C:12]2[N:16]=[CH:15][N:14](S(=O)(=O)N(C)C)[C:13]=2[CH:23]=1)=[CH:2][C:3]1[CH:8]=[CH:7][CH:6]=[CH:5][CH:4]=1.Cl.[OH-].[K+], predict the reaction product. The product is: [CH:1]([C:9]1[CH:10]=[CH:11][C:12]2[N:16]=[CH:15][NH:14][C:13]=2[CH:23]=1)=[CH:2][C:3]1[CH:4]=[CH:5][CH:6]=[CH:7][CH:8]=1. (7) Given the reactants [CH3:1][N:2]([CH3:20])[C:3]([C:5]1[N:14]([CH:15]2[CH2:19][CH2:18][CH2:17][CH2:16]2)[C:8]2[N:9]=[C:10](Cl)[N:11]=[CH:12][C:7]=2[CH:6]=1)=[O:4].C([Si](C)(C)[O:26][C@H:27]1[CH2:31]C[N:29](/[CH:32]=[CH:33]/[NH:34][C:35](=[NH:38])[CH:36]=[CH2:37])[CH2:28]1)(C)(C)C.CCCC[N+](CCCC)(CCCC)CCCC.[F-], predict the reaction product. The product is: [CH3:1][N:2]([CH3:20])[C:3]([C:5]1[N:14]([CH:15]2[CH2:19][CH2:18][CH2:17][CH2:16]2)[C:8]2[N:9]=[C:10]([NH:38][C:35]3[CH:36]=[CH:37][C:32]([N:29]4[CH2:28][CH:27]([OH:26])[CH2:31]4)=[CH:33][N:34]=3)[N:11]=[CH:12][C:7]=2[CH:6]=1)=[O:4]. (8) Given the reactants [CH3:1][O:2][C:3]1[C:4]([C:14](=[O:16])[CH3:15])=[CH:5][C:6]2[CH2:7][CH2:8][CH2:9][CH:10]([CH3:13])[C:11]=2[CH:12]=1.[CH3:17][Mg]Br, predict the reaction product. The product is: [CH3:1][O:2][C:3]1[C:4]([C:14]([OH:16])([CH3:17])[CH3:15])=[CH:5][C:6]2[CH2:7][CH2:8][CH2:9][CH:10]([CH3:13])[C:11]=2[CH:12]=1.